Predict the product of the given reaction. From a dataset of Forward reaction prediction with 1.9M reactions from USPTO patents (1976-2016). (1) Given the reactants C(O[C:6]([N:8](C)[CH2:9][C:10]([O:12][CH2:13][CH2:14][O:15][C:16](=[O:56])[C:17]1[CH:22]=[CH:21][C:20]([NH:23][C:24]([C@H:26]2[C@H:30]([C:31]3[CH:36]=[CH:35][CH:34]=[C:33]([Cl:37])[C:32]=3[F:38])[C@:29]([C:41]3[CH:46]=[CH:45][C:44]([Cl:47])=[CH:43][C:42]=3[F:48])([C:39]#[N:40])[C@H:28]([CH2:49][C:50]([CH3:53])([CH3:52])[CH3:51])[NH:27]2)=[O:25])=[C:19]([O:54][CH3:55])[CH:18]=1)=[O:11])=O)(C)(C)C.FC(F)(F)C(O)=O, predict the reaction product. The product is: [ClH:37].[CH3:6][NH:8][CH2:9][C:10]([O:12][CH2:13][CH2:14][O:15][C:16](=[O:56])[C:17]1[CH:22]=[CH:21][C:20]([NH:23][C:24]([C@H:26]2[C@H:30]([C:31]3[CH:36]=[CH:35][CH:34]=[C:33]([Cl:37])[C:32]=3[F:38])[C@:29]([C:41]3[CH:46]=[CH:45][C:44]([Cl:47])=[CH:43][C:42]=3[F:48])([C:39]#[N:40])[C@H:28]([CH2:49][C:50]([CH3:51])([CH3:53])[CH3:52])[NH:27]2)=[O:25])=[C:19]([O:54][CH3:55])[CH:18]=1)=[O:11]. (2) Given the reactants Cl[C:2]1[C:7]([NH2:8])=[C:6]([Cl:9])[N:5]=[C:4]([NH2:10])[N:3]=1.[NH2:11][CH2:12][C:13]1[C:18]([CH3:19])=[C:17]([O:20][CH3:21])[C:16]([CH3:22])=[CH:15][N:14]=1, predict the reaction product. The product is: [Cl:9][C:6]1[N:5]=[C:4]([NH2:10])[N:3]=[C:2]([NH:11][CH2:12][C:13]2[C:18]([CH3:19])=[C:17]([O:20][CH3:21])[C:16]([CH3:22])=[CH:15][N:14]=2)[C:7]=1[NH2:8]. (3) The product is: [CH3:1][C:2]1[N:6]2[C:7]3[CH:26]=[CH:25][C:24]([C:37]4[N:38]=[CH:39][C:40]([NH2:43])=[N:41][CH:42]=4)=[CH:23][C:8]=3[N:9]([C:13]3[CH:14]=[CH:15][C:16]([S:19]([CH3:22])(=[O:20])=[O:21])=[CH:17][CH:18]=3)[CH2:10][C@@H:11]([CH3:12])[C:5]2=[N:4][N:3]=1. Given the reactants [CH3:1][C:2]1[N:6]2[C:7]3[CH:26]=[CH:25][C:24](B4OC(C)(C)C(C)(C)O4)=[CH:23][C:8]=3[N:9]([C:13]3[CH:18]=[CH:17][C:16]([S:19]([CH3:22])(=[O:21])=[O:20])=[CH:15][CH:14]=3)[CH2:10][C@@H:11]([CH3:12])[C:5]2=[N:4][N:3]=1.Br[C:37]1[N:38]=[CH:39][C:40]([NH2:43])=[N:41][CH:42]=1.C([O-])([O-])=O.[Cs+].[Cs+], predict the reaction product. (4) Given the reactants [Cl:1][C:2]1[CH:3]=[C:4]([N:9]([CH2:14][CH:15]2[CH2:20][CH2:19][NH:18][CH2:17][CH2:16]2)[C:10](=[O:13])[CH2:11][CH3:12])[CH:5]=[CH:6][C:7]=1[Cl:8].Cl[CH:22](Cl)C.[C:35]([O:34][BH-]([O:34][C:35](=[O:37])[CH3:36])[O:34][C:35](=[O:37])[CH3:36])(=[O:37])[CH3:36].[Na+].C(=O)([O-])[OH:40].[Na+], predict the reaction product. The product is: [C:35]([OH:34])(=[O:37])/[CH:36]=[CH:11]/[C:10]([OH:13])=[O:40].[Cl:1][C:2]1[CH:3]=[C:4]([N:9]([CH2:14][CH:15]2[CH2:16][CH2:17][N:18]([CH3:22])[CH2:19][CH2:20]2)[C:10](=[O:13])[CH2:11][CH3:12])[CH:5]=[CH:6][C:7]=1[Cl:8]. (5) Given the reactants [O:1]1[C:5]2[CH:6]=[C:7]([OH:10])[CH:8]=[CH:9][C:4]=2[CH2:3][CH2:2]1.CC1C=C(O)C=CC=1C.[O:20]1[CH2:24][CH2:23][CH2:22][C@@H:21]1[CH2:25][N:26]1[C:34]2[CH:33]=[C:32]3[O:35][CH2:36][CH2:37][O:38][C:31]3=[CH:30][C:29]=2[C:28](=[O:39])[C:27]1=[O:40].C1(C(C2C=CC=CC=2)N2C3C(=CC=CC=3)C(=O)C2=O)C=CC=CC=1, predict the reaction product. The product is: [OH:39][C:28]1([C:8]2[C:7]([OH:10])=[CH:6][C:5]3[O:1][CH2:2][CH2:3][C:4]=3[CH:9]=2)[C:29]2[CH:30]=[C:31]3[O:38][CH2:37][CH2:36][O:35][C:32]3=[CH:33][C:34]=2[N:26]([CH2:25][C@H:21]2[CH2:22][CH2:23][CH2:24][O:20]2)[C:27]1=[O:40]. (6) Given the reactants [I:1][C:2]1[CH:8]=[CH:7][C:5]([NH2:6])=[CH:4][CH:3]=1.N1C=CC=CC=1.[C:15](O[C:15]([C:17]([F:20])([F:19])[F:18])=[O:16])([C:17]([F:20])([F:19])[F:18])=[O:16].O, predict the reaction product. The product is: [F:18][C:17]([F:20])([F:19])[C:15]([NH:6][C:5]1[CH:7]=[CH:8][C:2]([I:1])=[CH:3][CH:4]=1)=[O:16].